Task: Token-level Classification. Given an antigen amino acid sequence, predict which amino acid positions are active epitope sites capable of antibody binding. Output is a list of indices for active positions.. Dataset: B-cell epitopes from IEDB database with 3,159 antigens for binding position prediction Given the antigen sequence: MGGWSSKPRQGMGTNLSVPNPLGFFPDHQLDPAFGANSNNPDWDFNPNKDQWPEANQVGAGAFGPGFTPPHGGLLGWSPQAQGILTTVPAAPPPASTNRQSGRQPTPISPPLRDSHPQAMQWNSTTFHQALLDPRVRGLYFPAGGSSSGTVNPVPTTASPISSIFSRTGDPAPNMENTTSGFLGPLLVLQAGFFLLTRILTIPQSLDSWWTSLNFLGGAPTCPGQNSQSPTSNHSPTSCPPICPGYRWMCLRRFIIFLFILLLCLIFLLVLLDYQGMLPVCPLLPGTSTTSTGPCKTCTIPAQGTSMFPSCCCTKPSDGNCTCIPIPSSWAFARFLWEWASVRFSWLSLLVPFVQWFVGLSPTVWLSVIWMMWYWGPSLYNILSPFLPLLPIFFCLWVYI, which amino acid positions are active epitope sites? The epitope positions are: [308, 309, 310, 311, 312, 313, 314, 315, 316, 317]. The amino acids at these positions are: PSCCCTKPSD.